This data is from Catalyst prediction with 721,799 reactions and 888 catalyst types from USPTO. The task is: Predict which catalyst facilitates the given reaction. (1) Reactant: [F:1][C:2]([F:33])([F:32])[C:3]1[CH:4]=[C:5]([CH:25]=[C:26]([C:28]([F:31])([F:30])[F:29])[CH:27]=1)[C:6]([N:8]1[CH2:13][CH2:12][NH:11][CH2:10][C@H:9]1[CH2:14][C:15]1[CH:24]=[CH:23][C:22]2[C:17](=[CH:18][CH:19]=[CH:20][CH:21]=2)[CH:16]=1)=[O:7].[C:34](=[O:37])([O-])[O-].[K+].[K+].[ClH:40]. Product: [ClH:40].[ClH:40].[F:31][C:28]([F:29])([F:30])[C:26]1[CH:25]=[C:5]([CH:4]=[C:3]([C:2]([F:1])([F:32])[F:33])[CH:27]=1)[C:6]([N:8]1[CH2:13][CH2:12][N:11]([CH2:3][C:4]#[C:5][CH2:6][N:8]2[CH2:13][CH2:34][O:37][CH2:10][CH2:9]2)[CH2:10][C@H:9]1[CH2:14][C:15]1[CH:24]=[CH:23][C:22]2[C:17](=[CH:18][CH:19]=[CH:20][CH:21]=2)[CH:16]=1)=[O:7]. The catalyst class is: 42. (2) Reactant: [NH2:1][C:2]1[CH:7]=[C:6]([N:8]2[CH:13]=[CH:12][CH:11]=[CH:10][C:9]2=[O:14])[CH:5]=[CH:4][C:3]=1[N:15]1[CH:19]=[C:18]([CH2:20][NH:21][C:22]([C:24]2[S:25][C:26]([Cl:29])=[CH:27][CH:28]=2)=[O:23])[N:17]=[N:16]1.N1C=CC=CC=1.[C:36](Cl)(=[O:38])[CH3:37]. Product: [C:36]([NH:1][C:2]1[CH:7]=[C:6]([N:8]2[CH:13]=[CH:12][CH:11]=[CH:10][C:9]2=[O:14])[CH:5]=[CH:4][C:3]=1[N:15]1[CH:19]=[C:18]([CH2:20][NH:21][C:22]([C:24]2[S:25][C:26]([Cl:29])=[CH:27][CH:28]=2)=[O:23])[N:17]=[N:16]1)(=[O:38])[CH3:37]. The catalyst class is: 16. (3) Reactant: C([O:4][CH2:5][C:6]1[O:7][C:8]2[C:14]([O:15][CH3:16])=[C:13]([O:17][CH3:18])[CH:12]=[C:11]([CH2:19][C:20]3[C:21]([NH2:27])=[N:22][C:23]([NH2:26])=[N:24][CH:25]=3)[C:9]=2[CH:10]=1)C=C.C([O-])=O.[NH4+]. Product: [NH2:26][C:23]1[N:22]=[C:21]([NH2:27])[C:20]([CH2:19][C:11]2[C:9]3[CH:10]=[C:6]([CH2:5][OH:4])[O:7][C:8]=3[C:14]([O:15][CH3:16])=[C:13]([O:17][CH3:18])[CH:12]=2)=[CH:25][N:24]=1. The catalyst class is: 10.